Dataset: Reaction yield outcomes from USPTO patents with 853,638 reactions. Task: Predict the reaction yield, written as a fraction of the theoretical maximum amount of product (1.0 means a 100% yield; for example, 0.34 means a 34% yield). (1) The catalyst is C(OCC)C.C(OCC)(=O)C. The yield is 0.840. The reactants are [C:1](Cl)(=[O:5])[C:2](Cl)=[O:3].[CH:7]1[C:17]2=[C:18]3[C:13](=[CH:14][CH:15]=[CH:16]2)[CH2:12][CH2:11][CH2:10][N:9]3[CH:8]=1.[CH3:19][O-:20].[Na+]. The product is [CH3:19][O:20][C:1](=[O:5])[C:2]([C:7]1[C:17]2=[C:18]3[C:13](=[CH:14][CH:15]=[CH:16]2)[CH2:12][CH2:11][CH2:10][N:9]3[CH:8]=1)=[O:3]. (2) The reactants are [CH3:1][O:2][C:3]1[C:8]([CH:9]=[CH2:10])=[CH:7][CH:6]=[CH:5][C:4]=1[CH3:11].[OH-].[Na+].O.[CH:15]([Cl:18])(Cl)[Cl:16]. The catalyst is [Cl-].C([N+](CC)(CC)CC)C1C=CC=CC=1. The product is [Cl:16][C:15]1([Cl:18])[CH2:10][CH:9]1[C:8]1[CH:7]=[CH:6][CH:5]=[C:4]([CH3:11])[C:3]=1[O:2][CH3:1]. The yield is 0.824. (3) The reactants are Br[C:2]1[CH:3]=[N:4][CH:5]=[CH:6][CH:7]=1.[CH3:8][CH:9]([OH:13])[CH2:10][CH:11]=[CH2:12].C(N(CC)CC)C.C(#N)C. The catalyst is O.C([O-])(=O)C.[Pd+2].C([O-])(=O)C.C1(C)C=CC=CC=1P(C1C=CC=CC=1C)C1C=CC=CC=1C. The product is [N:4]1[CH:5]=[CH:6][CH:7]=[C:2](/[CH:12]=[CH:11]/[CH2:10][CH:9]([OH:13])[CH3:8])[CH:3]=1. The yield is 0.810. (4) The reactants are O[CH:2]([C:4]1[C:9]2=[N:10][C:11]([N:15]3[CH2:20][CH2:19][O:18][CH2:17][CH2:16]3)=[CH:12][C:13](=[O:14])[N:8]2[CH:7]=[C:6]([CH3:21])[CH:5]=1)[CH3:3].[NH2:22][C:23]1[CH:31]=[CH:30][CH:29]=[CH:28][C:24]=1[C:25]([OH:27])=[O:26].C(N(CC)CC)C.O. The catalyst is C(Cl)Cl.P(Br)(Br)Br. The product is [CH3:21][C:6]1[CH:5]=[C:4]([CH:2]([NH:22][C:23]2[CH:31]=[CH:30][CH:29]=[CH:28][C:24]=2[C:25]([OH:27])=[O:26])[CH3:3])[C:9]2[N:8]([CH:7]=1)[C:13](=[O:14])[CH:12]=[C:11]([N:15]1[CH2:20][CH2:19][O:18][CH2:17][CH2:16]1)[N:10]=2. The yield is 0.690. (5) The reactants are [O:1]1[C:6]2[CH:7]=[CH:8][CH:9]=[C:10]([CH2:11][OH:12])[C:5]=2[O:4][CH2:3][CH2:2]1. The catalyst is C(Cl)Cl.[O-2].[O-2].[Mn+4]. The product is [O:1]1[C:6]2[CH:7]=[CH:8][CH:9]=[C:10]([CH:11]=[O:12])[C:5]=2[O:4][CH2:3][CH2:2]1. The yield is 0.840. (6) The reactants are [Cl:1][C:2]1[CH:21]=[CH:20][C:5]([O:6][CH:7]([CH:9]2[CH2:12][N:11](C(OC(C)(C)C)=O)[CH2:10]2)[CH3:8])=[CH:4][CH:3]=1.C(O)(C(F)(F)F)=O. The catalyst is C(Cl)Cl. The product is [Cl:1][C:2]1[CH:3]=[CH:4][C:5]([O:6][CH:7]([CH:9]2[CH2:10][NH:11][CH2:12]2)[CH3:8])=[CH:20][CH:21]=1. The yield is 0.600. (7) The reactants are CC(OC(/N=N/C(OC(C)(C)C)=O)=O)(C)C.[Cl:17][C:18]1[CH:23]=[C:22]([N+:24]([O-:26])=[O:25])[CH:21]=[CH:20][C:19]=1[OH:27].C1(P(C2C=CC=CC=2)C2C=CC=CC=2)C=CC=CC=1.[CH3:47][N:48]1[C:52]([CH3:53])=[CH:51][C:50]([CH2:54]O)=[N:49]1. The catalyst is C(Cl)Cl. The product is [Cl:17][C:18]1[CH:23]=[C:22]([N+:24]([O-:26])=[O:25])[CH:21]=[CH:20][C:19]=1[O:27][CH2:54][C:50]1[CH:51]=[C:52]([CH3:53])[N:48]([CH3:47])[N:49]=1. The yield is 0.670. (8) The reactants are [NH2:1][C:2]1[NH:6][N:5]=[CH:4][C:3]=1[C:7]#[N:8].C([O-])([O-])=O.[Cs+].[Cs+].C([O:17][CH:18]=[CH:19][C:20](OCC)=O)C.Cl. The catalyst is CN(C=O)C.O. The product is [OH:17][C:18]1[CH:19]=[CH:20][N:6]2[N:5]=[CH:4][C:3]([C:7]#[N:8])=[C:2]2[N:1]=1. The yield is 0.970. (9) The reactants are [F:1][C:2]1[CH:7]=[CH:6][C:5]([C:8]([C:10]2[N:19]=[C:18]([NH:20][C:21]3[CH:25]=[C:24]([CH3:26])[NH:23][N:22]=3)[C:17]3[C:12](=[CH:13][CH:14]=[CH:15][CH:16]=3)[N:11]=2)=[O:9])=[CH:4][CH:3]=1.[BH4-].[Na+]. The catalyst is CO.C1COCC1. The product is [F:1][C:2]1[CH:7]=[CH:6][C:5]([CH:8]([C:10]2[N:19]=[C:18]([NH:20][C:21]3[CH:25]=[C:24]([CH3:26])[NH:23][N:22]=3)[C:17]3[C:12](=[CH:13][CH:14]=[CH:15][CH:16]=3)[N:11]=2)[OH:9])=[CH:4][CH:3]=1. The yield is 0.300. (10) The reactants are [C:1]([C:5]1[CH:9]=[C:8]([NH2:10])[N:7]([C:11]2[CH:16]=[CH:15][CH:14]=[CH:13][CH:12]=2)[N:6]=1)([CH3:4])([CH3:3])[CH3:2].N1C=CC=CC=1.Cl[C:24]([O:26][C:27]([CH3:29])=[CH2:28])=[O:25]. The catalyst is C(Cl)Cl. The product is [C:1]([C:5]1[CH:9]=[C:8]([NH:10][C:24](=[O:25])[O:26][C:27]([CH3:29])=[CH2:28])[N:7]([C:11]2[CH:16]=[CH:15][CH:14]=[CH:13][CH:12]=2)[N:6]=1)([CH3:4])([CH3:2])[CH3:3]. The yield is 0.780.